This data is from Reaction yield outcomes from USPTO patents with 853,638 reactions. The task is: Predict the reaction yield, written as a fraction of the theoretical maximum amount of product (1.0 means a 100% yield; for example, 0.34 means a 34% yield). (1) The reactants are Br[C:2]1[CH:3]=[C:4]2[C:9](=[CH:10][CH:11]=1)[N:8]=[C:7]([CH3:12])[C:6]([C:13](=[O:18])[C:14]([F:17])([F:16])[F:15])=[C:5]2[C:19]1[CH:24]=[CH:23][C:22]([F:25])=[CH:21][CH:20]=1.[NH:26]1[CH2:29][CH:28]([OH:30])[CH2:27]1. No catalyst specified. The product is [F:17][C:14]([F:15])([F:16])[C:13]([C:6]1[C:7]([CH3:12])=[N:8][C:9]2[C:4]([C:5]=1[C:19]1[CH:20]=[CH:21][C:22]([F:25])=[CH:23][CH:24]=1)=[CH:3][C:2]([N:26]1[CH2:29][CH:28]([OH:30])[CH2:27]1)=[CH:11][CH:10]=2)=[O:18]. The yield is 0.120. (2) The reactants are [C:1](Cl)(=O)[C:2]([Cl:4])=[O:3].C1(C)C=CC=CC=1.[CH2:14]([O:25][C:26]1[CH:27]=C([CH:32]=[CH:33][CH:34]=1)C(O)=O)[CH2:15][CH2:16][CH2:17][CH2:18][CH2:19][CH2:20][CH2:21][CH2:22][CH2:23][CH3:24]. The catalyst is CN(C=O)C.C(Cl)Cl. The product is [CH2:14]([O:25][C:26]1[CH:27]=[C:1]([CH:32]=[CH:33][CH:34]=1)[C:2]([Cl:4])=[O:3])[CH2:15][CH2:16][CH2:17][CH2:18][CH2:19][CH2:20][CH2:21][CH2:22][CH2:23][CH3:24]. The yield is 0.990. (3) The reactants are [NH2:1][C:2]1[N:7]=[CH:6][C:5]([CH:8]2[CH2:13][CH2:12][N:11]([C:14]([O:16][C:17]([CH3:20])([CH3:19])[CH3:18])=[O:15])[CH2:10][CH2:9]2)=[CH:4][CH:3]=1.ClC1C=C(Cl)C=C(Cl)C=1[C:30](C1C(Cl)=CC(Cl)=CC=1Cl)([C:34]([O-])=[O:35])[C:31]([O-])=[O:32]. The catalyst is C1COCC1. The product is [OH:35][C:34]1[N:1]=[C:2]2[CH:3]=[CH:4][C:5]([CH:8]3[CH2:13][CH2:12][N:11]([C:14]([O:16][C:17]([CH3:20])([CH3:19])[CH3:18])=[O:15])[CH2:10][CH2:9]3)=[CH:6][N:7]2[C:31](=[O:32])[CH:30]=1. The yield is 0.630. (4) The reactants are Br[C:2]1[CH:3]=[C:4]([S:8]([NH:11][C:12]2[CH:21]=[CH:20][C:15]([C:16]([O:18][CH3:19])=[O:17])=[C:14]([OH:22])[CH:13]=2)(=[O:10])=[O:9])[S:5][C:6]=1[Cl:7].[N:23]1[CH:28]=[CH:27][CH:26]=[C:25](B(O)O)[CH:24]=1. No catalyst specified. The product is [Cl:7][C:6]1[S:5][C:4]([S:8]([NH:11][C:12]2[CH:21]=[CH:20][C:15]([C:16]([O:18][CH3:19])=[O:17])=[C:14]([OH:22])[CH:13]=2)(=[O:10])=[O:9])=[CH:3][C:2]=1[C:25]1[CH:24]=[N:23][CH:28]=[CH:27][CH:26]=1. The yield is 0.160. (5) The reactants are [NH2:1][C:2]1[C:10]([N+:11]([O-:13])=[O:12])=[CH:9][C:5]([C:6](O)=[O:7])=[C:4]([F:14])[CH:3]=1.S(Cl)([Cl:17])=O. The catalyst is ClCCCl. The product is [NH2:1][C:2]1[C:10]([N+:11]([O-:13])=[O:12])=[CH:9][C:5]([C:6]([Cl:17])=[O:7])=[C:4]([F:14])[CH:3]=1. The yield is 0.990.